Dataset: Full USPTO retrosynthesis dataset with 1.9M reactions from patents (1976-2016). Task: Predict the reactants needed to synthesize the given product. (1) The reactants are: [O:1]=[C:2]1[C:6]2[CH:7]=[CH:8][CH:9]=[CH:10][C:5]=2[C:4](=[O:11])[N:3]1[CH2:12][CH2:13][CH2:14][S:15]([O:18][CH2:19][C:20]([CH3:35])([CH3:34])[CH:21]([O:24][CH2:25][C:26]1[CH:31]=[CH:30][C:29]([O:32][CH3:33])=[CH:28][CH:27]=1)[CH:22]=[O:23])(=[O:17])=[O:16].CC(C)=[O:38]. Given the product [O:1]=[C:2]1[C:6]2[CH:7]=[CH:8][CH:9]=[CH:10][C:5]=2[C:4](=[O:11])[N:3]1[CH2:12][CH2:13][CH2:14][S:15]([O:18][CH2:19][C:20]([CH3:35])([CH3:34])[CH:21]([O:24][CH2:25][C:26]1[CH:31]=[CH:30][C:29]([O:32][CH3:33])=[CH:28][CH:27]=1)[C:22]([OH:38])=[O:23])(=[O:17])=[O:16], predict the reactants needed to synthesize it. (2) Given the product [CH:1]1([NH:4][C:13](=[O:26])[CH2:14][CH2:15][CH2:16][CH2:17][CH2:18][CH2:19][CH2:20][CH2:21][C:22]([OH:24])=[O:23])[CH2:3][CH2:2]1, predict the reactants needed to synthesize it. The reactants are: [CH:1]1([NH2:4])[CH2:3][CH2:2]1.C(N(CC)CC)C.Cl[C:13](=[O:26])[CH2:14][CH2:15][CH2:16][CH2:17][CH2:18][CH2:19][CH2:20][CH2:21][C:22]([O:24]C)=[O:23].Cl.[OH-].[Na+]. (3) Given the product [Cl:3][C:4]1[N:9]=[C:8]([N:10]2[CH2:15][CH2:14][O:13][CH2:12][C@H:11]2[CH3:16])[CH:7]=[C:6]([C:17]2([S:18]([CH:21]3[CH2:23][CH2:22]3)(=[O:20])=[O:19])[CH2:29][CH2:28][O:27][CH2:26][CH2:25]2)[N:5]=1, predict the reactants needed to synthesize it. The reactants are: [OH-].[Na+].[Cl:3][C:4]1[N:9]=[C:8]([N:10]2[CH2:15][CH2:14][O:13][CH2:12][C@H:11]2[CH3:16])[CH:7]=[C:6]([CH2:17][S:18]([CH:21]2[CH2:23][CH2:22]2)(=[O:20])=[O:19])[N:5]=1.Br[CH2:25][CH2:26][O:27][CH2:28][CH2:29]Br. (4) Given the product [CH2:1]([O:3][C:4](=[O:32])[C:5]([O:8][C:9]1[CH:10]=[CH:11][C:12]([O:15][CH2:16][CH2:17][C:18]2[N:19]=[C:20]([C:24]3[CH:29]=[CH:28][C:27]([C:30](=[O:34])[NH2:31])=[CH:26][CH:25]=3)[O:21][C:22]=2[CH3:23])=[CH:13][CH:14]=1)([CH3:7])[CH3:6])[CH3:2], predict the reactants needed to synthesize it. The reactants are: [CH2:1]([O:3][C:4](=[O:32])[C:5]([O:8][C:9]1[CH:14]=[CH:13][C:12]([O:15][CH2:16][CH2:17][C:18]2[N:19]=[C:20]([C:24]3[CH:29]=[CH:28][C:27]([C:30]#[N:31])=[CH:26][CH:25]=3)[O:21][C:22]=2[CH3:23])=[CH:11][CH:10]=1)([CH3:7])[CH3:6])[CH3:2].C(=O)([O-])[O-:34].[K+].[K+].OO.